From a dataset of Catalyst prediction with 721,799 reactions and 888 catalyst types from USPTO. Predict which catalyst facilitates the given reaction. Reactant: O.[NH2:2][NH2:3].[CH2:4]([O:6][C:7](=[O:22])[C:8](=O)[CH2:9][C:10](=O)[CH2:11][CH2:12][C:13]1[CH:18]=[CH:17][C:16]([Cl:19])=[CH:15][CH:14]=1)[CH3:5]. Product: [CH2:4]([O:6][C:7]([C:8]1[CH:9]=[C:10]([CH2:11][CH2:12][C:13]2[CH:18]=[CH:17][C:16]([Cl:19])=[CH:15][CH:14]=2)[NH:3][N:2]=1)=[O:22])[CH3:5]. The catalyst class is: 14.